From a dataset of Forward reaction prediction with 1.9M reactions from USPTO patents (1976-2016). Predict the product of the given reaction. (1) Given the reactants [I:1][C:2]1[C:10]2[C:5](=[N:6][CH:7]=[C:8]([NH:11][CH:12]([CH3:14])[CH3:13])[CH:9]=2)[NH:4][CH:3]=1.[H-].[Na+].[S:17](Cl)([C:20]1[CH:26]=[CH:25][C:23]([CH3:24])=[CH:22][CH:21]=1)(=[O:19])=[O:18], predict the reaction product. The product is: [I:1][C:2]1[C:10]2[C:5](=[N:6][CH:7]=[C:8]([NH:11][CH:12]([CH3:14])[CH3:13])[CH:9]=2)[N:4]([S:17]([C:20]2[CH:26]=[CH:25][C:23]([CH3:24])=[CH:22][CH:21]=2)(=[O:19])=[O:18])[CH:3]=1. (2) Given the reactants CC1C=CC(S(OCC2CC3C=CC=C(C4C=CC=CC=4)C=3O2)(=O)=O)=CC=1.[N-]=[N+]=[N-].[Na+].[C:32]1([C:38]2[C:46]3[O:45][CH:44]([CH2:47][N:48]=[N+]=[N-])[CH2:43][C:42]=3[CH:41]=[CH:40][CH:39]=2)[CH:37]=[CH:36][CH:35]=[CH:34][CH:33]=1.[N-]=[N+]=[N-], predict the reaction product. The product is: [C:32]1([C:38]2[C:46]3[O:45][CH:44]([CH2:47][NH2:48])[CH2:43][C:42]=3[CH:41]=[CH:40][CH:39]=2)[CH:33]=[CH:34][CH:35]=[CH:36][CH:37]=1. (3) Given the reactants [Br:1][C:2]1[CH:9]=[C:6]([CH:7]=O)[C:5]([OH:10])=[CH:4][CH:3]=1.Cl[CH2:12][C:13](=[O:15])[CH3:14].C([O-])([O-])=O.[Cs+].[Cs+].O, predict the reaction product. The product is: [C:13]([C:14]1[O:10][C:5]2[CH:4]=[CH:3][C:2]([Br:1])=[CH:9][C:6]=2[CH:7]=1)(=[O:15])[CH3:12]. (4) Given the reactants C[O:2][C@@H:3]1[CH2:8][CH2:7][C@H:6]([N:9]2[C:17](=[O:18])[NH:16][C:15]3[C:10]2=[N:11][C:12]([C:22]2[CH:27]=[CH:26][CH:25]=[C:24]([OH:28])[CH:23]=2)=[N:13][C:14]=3[C:19]([NH2:21])=[O:20])[CH2:5][CH2:4]1.CO[C@@H]1CC[C@H](N2C(=O)NC3C2=NC(C2C=CC=C(O[Si](C(C)C)(C(C)C)C(C)C)C=2)=NC=3C(OC)=O)CC1.N, predict the reaction product. The product is: [OH:2][C@@H:3]1[CH2:8][CH2:7][C@H:6]([N:9]2[C:17](=[O:18])[NH:16][C:15]3[C:10]2=[N:11][C:12]([C:22]2[CH:27]=[CH:26][CH:25]=[C:24]([OH:28])[CH:23]=2)=[N:13][C:14]=3[C:19]([NH2:21])=[O:20])[CH2:5][CH2:4]1. (5) Given the reactants [C:1]([CH:5]1[CH2:10][CH2:9][CH:8]([C:11]2[CH:16]=[CH:15][CH:14]=[CH:13][C:12]=2[N:17]2[CH2:22][CH2:21][NH:20][CH2:19][CH2:18]2)[CH2:7][CH2:6]1)([CH3:4])([CH3:3])[CH3:2].[C:23]([O:27][CH3:28])(=[O:26])[CH:24]=[CH2:25], predict the reaction product. The product is: [CH3:28][O:27][C:23](=[O:26])[CH2:24][CH2:25][N:20]1[CH2:21][CH2:22][N:17]([C:12]2[CH:13]=[CH:14][CH:15]=[CH:16][C:11]=2[CH:8]2[CH2:7][CH2:6][CH:5]([C:1]([CH3:4])([CH3:2])[CH3:3])[CH2:10][CH2:9]2)[CH2:18][CH2:19]1. (6) The product is: [NH:20]([C:18]1[N:19]=[C:14]2[CH:13]=[CH:12][N:11]([S:1]([C:4]3[CH:10]=[CH:9][C:7]([CH3:8])=[CH:6][CH:5]=3)(=[O:2])=[O:3])[C:15]2=[N:16][CH:17]=1)[NH2:21]. Given the reactants [S:1]([N:11]1[C:15]2=[N:16][CH:17]=[C:18]([NH:20][NH:21]C(OC(C)(C)C)=O)[N:19]=[C:14]2[CH:13]=[CH:12]1)([C:4]1[CH:10]=[CH:9][C:7]([CH3:8])=[CH:6][CH:5]=1)(=[O:3])=[O:2].S(N1C2=NC=C(N(C(OC(C)(C)C)=O)N)N=C2C=C1)(C1C=CC(C)=CC=1)(=O)=O.Cl, predict the reaction product.